Dataset: Catalyst prediction with 721,799 reactions and 888 catalyst types from USPTO. Task: Predict which catalyst facilitates the given reaction. (1) Reactant: [S:1]1[CH:5]=[CH:4][N:3]=[CH:2]1.C([Li])CCC.[CH3:11][C:12]([CH3:14])=[O:13]. Product: [OH:13][C:12]([C:2]1[S:1][CH:5]=[CH:4][N:3]=1)([CH3:14])[CH3:11]. The catalyst class is: 28. (2) Reactant: [CH3:1][C:2]([O:4][C:5]1[CH:6]=[CH:7][CH:8]=[CH:9][C:10]=1[C:11]([OH:13])=[O:12])=[O:3].O[C:15]1[C:23]2N=N[NH:20][C:19]=2[CH:18]=[CH:17][CH:16]=1.C1CCC(N=C=NC2CCCCC2)CC1.OC1C=CC(C2S[S:49][C:48](=S)C=2)=CC=1. Product: [C:2]([O:4][C:5]1[CH:6]=[CH:7][CH:8]=[CH:9][C:10]=1[C:11]([O:13][C:16]1[CH:17]=[CH:18][C:19]([N:20]=[C:48]=[S:49])=[CH:23][CH:15]=1)=[O:12])(=[O:3])[CH3:1]. The catalyst class is: 42. (3) Reactant: [Cl:1][C:2]1[C:11]([OH:12])=[CH:10][C:5]([C:6]([O:8][CH3:9])=[O:7])=[CH:4][N:3]=1.C(=O)([O-])[O-].[K+].[K+].[CH2:19](Br)[C:20]1[CH:25]=[CH:24][CH:23]=[CH:22][CH:21]=1.O. Product: [CH2:19]([O:12][C:11]1[C:2]([Cl:1])=[N:3][CH:4]=[C:5]([CH:10]=1)[C:6]([O:8][CH3:9])=[O:7])[C:20]1[CH:25]=[CH:24][CH:23]=[CH:22][CH:21]=1. The catalyst class is: 3. (4) Reactant: [CH:1]([N:4]1[C:12]2[C:7](=[CH:8][CH:9]=[C:10]([NH2:13])[CH:11]=2)[C:6]([C:14]2[CH:19]=[CH:18][C:17]([C:20]#[N:21])=[C:16]([F:22])[CH:15]=2)=[CH:5]1)([CH3:3])[CH3:2].C(N(CC)CC)C.[CH:30]([S:33](Cl)(=O)=[O:34])([CH3:32])[CH3:31]. Product: [C:20]([C:17]1[CH:18]=[CH:19][C:14]([C:6]2[C:7]3[C:12](=[CH:11][C:10]([NH:13][S:33]([CH:30]([CH3:32])[CH3:31])=[O:34])=[CH:9][CH:8]=3)[N:4]([CH:1]([CH3:3])[CH3:2])[CH:5]=2)=[CH:15][C:16]=1[F:22])#[N:21]. The catalyst class is: 2. (5) Reactant: [CH2:1]([O:8][C:9]1[C:14]([CH2:15][N:16]2[CH2:25][CH2:24][C:23]3[C:18](=[C:19]([Cl:32])[C:20]([CH2:27][C:28]([O:30][CH3:31])=[O:29])=[CH:21][C:22]=3[Cl:26])[C:17]2=[O:33])=[C:13]([CH3:34])[CH:12]=[C:11]([CH3:35])[N:10]=1)[C:2]1[CH:7]=[CH:6][CH:5]=[CH:4][CH:3]=1.C(C1C=CC(S([N:48]=[N+:49]=[N-])(=O)=O)=C(N)C=1)(=O)C.N12CCCN=C1CCCCC2. Product: [CH2:1]([O:8][C:9]1[C:14]([CH2:15][N:16]2[CH2:25][CH2:24][C:23]3[C:18](=[C:19]([Cl:32])[C:20]([C:27](=[N+:48]=[N-:49])[C:28]([O:30][CH3:31])=[O:29])=[CH:21][C:22]=3[Cl:26])[C:17]2=[O:33])=[C:13]([CH3:34])[CH:12]=[C:11]([CH3:35])[N:10]=1)[C:2]1[CH:3]=[CH:4][CH:5]=[CH:6][CH:7]=1. The catalyst class is: 10. (6) Reactant: [Cl:1][C:2]1[CH:3]=[C:4]2[C:8](=[CH:9][CH:10]=1)[NH:7][C:6]([CH2:11][CH2:12][CH2:13][CH2:14][CH2:15][CH2:16][CH3:17])=[CH:5]2.[OH-].[K+].I[CH3:21]. Product: [Cl:1][C:2]1[CH:3]=[C:4]2[C:8](=[CH:9][CH:10]=1)[N:7]([CH3:21])[C:6]([CH2:11][CH2:12][CH2:13][CH2:14][CH2:15][CH2:16][CH3:17])=[CH:5]2. The catalyst class is: 16. (7) Reactant: [H-].[Na+].[Br:3][C:4]1[CH:8]=[CH:7][NH:6][C:5]=1[C:9]([O:11][CH2:12][CH3:13])=[O:10].[N+:14](C1C=C([N+]([O-])=O)C=CC=1ON)([O-])=O.O. Product: [NH2:14][N:6]1[CH:7]=[CH:8][C:4]([Br:3])=[C:5]1[C:9]([O:11][CH2:12][CH3:13])=[O:10]. The catalyst class is: 3. (8) Reactant: [F:1][C:2]1[CH:10]=[C:9]2[C:5]([C:6]([C:12]3[N:13]=[C:14]4[C:20]([C:21]([NH:23][CH:24]([C@H:26]5[CH2:29][C@H:28]([O:30]C(=O)C6C=CC([N+]([O-])=O)=CC=6)[CH2:27]5)[CH3:25])=[O:22])=[CH:19][N:18]([CH2:42][O:43][CH2:44][CH2:45][Si:46]([CH3:49])([CH3:48])[CH3:47])[C:15]4=[N:16][CH:17]=3)=[N:7][N:8]2[CH3:11])=[CH:4][CH:3]=1.[OH-].[Na+].CO. Product: [OH:30][C@H:28]1[CH2:27][C@H:26]([CH:24]([NH:23][C:21]([C:20]2[C:14]3[C:15](=[N:16][CH:17]=[C:12]([C:6]4[C:5]5[C:9](=[CH:10][C:2]([F:1])=[CH:3][CH:4]=5)[N:8]([CH3:11])[N:7]=4)[N:13]=3)[N:18]([CH2:42][O:43][CH2:44][CH2:45][Si:46]([CH3:47])([CH3:49])[CH3:48])[CH:19]=2)=[O:22])[CH3:25])[CH2:29]1. The catalyst class is: 20. (9) Reactant: [Br:1][C:2]1[CH:3]=[CH:4][C:5]([NH:8][CH2:9][C@@H:10]2[CH2:15][CH2:14][C@H:13]([CH3:16])[CH2:12][N:11]2C(OC(C)(C)C)=O)=[N:6][CH:7]=1.C(O)(C(F)(F)F)=O. Product: [Br:1][C:2]1[CH:3]=[CH:4][C:5]([NH:8][CH2:9][C@@H:10]2[CH2:15][CH2:14][C@H:13]([CH3:16])[CH2:12][NH:11]2)=[N:6][CH:7]=1. The catalyst class is: 2.